Dataset: Forward reaction prediction with 1.9M reactions from USPTO patents (1976-2016). Task: Predict the product of the given reaction. (1) Given the reactants [CH3:1][C:2]([N:9]1[CH2:14][CH2:13][C:12](=O)[CH2:11][CH2:10]1)([CH3:8])[C:3]([O:5][CH2:6][CH3:7])=[O:4].[F:16][C:17]([F:33])([F:32])[C:18]1[CH:23]=[CH:22][C:21]([C:24]2[CH:29]=[CH:28][C:27]([CH2:30][NH2:31])=[CH:26][CH:25]=2)=[CH:20][CH:19]=1.C(O)(=O)C.C(O[BH-](OC(=O)C)OC(=O)C)(=O)C.[Na+].C(=O)([O-])[O-].[Na+].[Na+], predict the reaction product. The product is: [CH3:1][C:2]([N:9]1[CH2:14][CH2:13][CH:12]([NH:31][CH2:30][C:27]2[CH:26]=[CH:25][C:24]([C:21]3[CH:22]=[CH:23][C:18]([C:17]([F:16])([F:32])[F:33])=[CH:19][CH:20]=3)=[CH:29][CH:28]=2)[CH2:11][CH2:10]1)([CH3:8])[C:3]([O:5][CH2:6][CH3:7])=[O:4]. (2) Given the reactants [C:1]([O:5][C:6](=[O:33])[CH2:7][O:8][C@H:9]1[CH2:32][O:31][C:12]2=[CH:13][CH:14]=[C:15]3[C:19]([N:18]([CH2:20][C@H:21]([O:23][Si](C(C)(C)C)(C)C)[CH3:22])[N:17]=[CH:16]3)=[C:11]2[CH2:10]1)([CH3:4])([CH3:3])[CH3:2].[F-].C([N+](CCCC)(CCCC)CCCC)CCC.C(=O)(O)[O-].[Na+], predict the reaction product. The product is: [C:1]([O:5][C:6](=[O:33])[CH2:7][O:8][C@H:9]1[CH2:32][O:31][C:12]2=[CH:13][CH:14]=[C:15]3[C:19]([N:18]([CH2:20][C@H:21]([OH:23])[CH3:22])[N:17]=[CH:16]3)=[C:11]2[CH2:10]1)([CH3:2])([CH3:3])[CH3:4].